From a dataset of Ames mutagenicity test results for genotoxicity prediction. Regression/Classification. Given a drug SMILES string, predict its toxicity properties. Task type varies by dataset: regression for continuous values (e.g., LD50, hERG inhibition percentage) or binary classification for toxic/non-toxic outcomes (e.g., AMES mutagenicity, cardiotoxicity, hepatotoxicity). Dataset: ames. (1) The drug is O=[N+]([O-])c1ccc([N+](=O)[O-])cc1. The result is 1 (mutagenic). (2) The molecule is O=c1c2c(O)cc(O)cc2oc2c(O)ccc(O)c12. The result is 1 (mutagenic). (3) The compound is C=C(Cl)CCl. The result is 1 (mutagenic).